Dataset: Forward reaction prediction with 1.9M reactions from USPTO patents (1976-2016). Task: Predict the product of the given reaction. (1) Given the reactants Br[C:2]1[C:10]2[C:5](=[CH:6][CH:7]=[C:8]([C:11]#[N:12])[CH:9]=2)[N:4]([CH:13]2[CH2:18][CH2:17][CH2:16][CH2:15][O:14]2)[N:3]=1.[N:19]1([CH2:24][CH2:25][O:26][C:27]2[CH:28]=[C:29]3[C:34](=[CH:35][CH:36]=2)[CH:33]=[C:32](B(O)O)[CH:31]=[CH:30]3)[CH2:23][CH2:22][CH2:21][CH2:20]1, predict the reaction product. The product is: [N:19]1([CH2:24][CH2:25][O:26][C:27]2[CH:28]=[C:29]3[C:34](=[CH:35][CH:36]=2)[CH:33]=[C:32]([C:2]2[C:10]4[C:5](=[CH:6][CH:7]=[C:8]([C:11]#[N:12])[CH:9]=4)[N:4]([CH:13]4[CH2:18][CH2:17][CH2:16][CH2:15][O:14]4)[N:3]=2)[CH:31]=[CH:30]3)[CH2:23][CH2:22][CH2:21][CH2:20]1. (2) Given the reactants [CH2:1]([O:3][C:4]([C:6]1[CH:7]=[C:8]([C:19](O)=[O:20])[CH:9]=[C:10]([C:12]2[CH:17]=[CH:16][C:15]([CH3:18])=[CH:14][CH:13]=2)[CH:11]=1)=[O:5])[CH3:2].Cl.CN(C)CCCN=C=NCC.O.ON1C2C=CC=CC=2N=N1.[OH:45][C@@H:46]1[CH2:50][CH2:49][NH:48][CH2:47]1.C(N(CC)C(C)C)(C)C, predict the reaction product. The product is: [OH:45][C@@H:46]1[CH2:50][CH2:49][N:48]([C:19]([C:8]2[CH:7]=[C:6]([C:4]([O:3][CH2:1][CH3:2])=[O:5])[CH:11]=[C:10]([C:12]3[CH:13]=[CH:14][C:15]([CH3:18])=[CH:16][CH:17]=3)[CH:9]=2)=[O:20])[CH2:47]1.